This data is from Peptide-MHC class II binding affinity with 134,281 pairs from IEDB. The task is: Regression. Given a peptide amino acid sequence and an MHC pseudo amino acid sequence, predict their binding affinity value. This is MHC class II binding data. (1) The peptide sequence is GKIWPSHKGRPGNFLQSR. The MHC is HLA-DQA10501-DQB10301 with pseudo-sequence HLA-DQA10501-DQB10301. The binding affinity (normalized) is 0.662. (2) The peptide sequence is EADYSQIPISINYRT. The MHC is HLA-DQA10501-DQB10201 with pseudo-sequence HLA-DQA10501-DQB10201. The binding affinity (normalized) is 0.144. (3) The peptide sequence is SKLKAEATTDGLGWY. The binding affinity (normalized) is 0.150. The MHC is HLA-DQA10102-DQB10502 with pseudo-sequence HLA-DQA10102-DQB10502. (4) The peptide sequence is GLVTEFPSTAAAYFR. The MHC is HLA-DQA10301-DQB10302 with pseudo-sequence HLA-DQA10301-DQB10302. The binding affinity (normalized) is 0.385. (5) The peptide sequence is KKTLRLPKMLETEIV. The MHC is DRB1_1302 with pseudo-sequence DRB1_1302. The binding affinity (normalized) is 0.0680. (6) The peptide sequence is TDDNEEPIAAYHFDL. The MHC is HLA-DQA10102-DQB10602 with pseudo-sequence HLA-DQA10102-DQB10602. The binding affinity (normalized) is 0.392. (7) The peptide sequence is TPQPMELKYSWKTWG. The MHC is DRB1_0401 with pseudo-sequence DRB1_0401. The binding affinity (normalized) is 0.151.